From a dataset of Catalyst prediction with 721,799 reactions and 888 catalyst types from USPTO. Predict which catalyst facilitates the given reaction. (1) Reactant: [C:1]1([N:7]2[C:11]3=[N:12][C:13](=[O:20])[C:14]4[CH:15]=[CH:16][CH:17]=[CH:18][C:19]=4[C:10]3=[N:9][NH:8]2)[CH:6]=[CH:5][CH:4]=[CH:3][CH:2]=1.C(=O)([O-])[O-].[Cs+].[Cs+].Cl.[CH3:28][N:29]1[C:33]([CH2:34]Cl)=[N:32][CH:31]=[N:30]1. Product: [CH3:28][N:29]1[C:33]([CH2:34][O:20][C:13]2[C:14]3[CH:15]=[CH:16][CH:17]=[CH:18][C:19]=3[C:10]3[N:9]=[N:8][N:7]([C:1]4[CH:2]=[CH:3][CH:4]=[CH:5][CH:6]=4)[C:11]=3[N:12]=2)=[N:32][CH:31]=[N:30]1. The catalyst class is: 18. (2) Reactant: C(OC([N:6]1[C:10]2[S:11][C:12]([C:14]([O:16][C:17]([CH3:20])([CH3:19])[CH3:18])=[O:15])=[CH:13][C:9]=2[C:8]([NH:21][C:22](=[O:30])[C:23]2[CH:28]=[CH:27][CH:26]=[CH:25][C:24]=2[NH2:29])=[N:7]1)=O)C. Product: [C:17]([O:16][C:14]([C:12]1[S:11][C:10]2[NH:6][N:7]=[C:8]([NH:21][C:22](=[O:30])[C:23]3[CH:28]=[CH:27][CH:26]=[CH:25][C:24]=3[NH2:29])[C:9]=2[CH:13]=1)=[O:15])([CH3:20])([CH3:18])[CH3:19]. The catalyst class is: 5. (3) Product: [Cl:31][C:32]1[CH:37]=[C:36]([O:38][C:39]([F:41])([F:40])[F:42])[CH:35]=[C:34]([Cl:43])[C:33]=1[NH:44][C:45]([NH:2][C:3]1[C:4]([C:13]([NH:15][CH:16]([C@H:21]2[CH2:26][CH2:25][C@H:24]([C:27]([F:28])([F:29])[F:30])[CH2:23][CH2:22]2)[C:17]([O:19][CH3:20])=[O:18])=[O:14])=[CH:5][C:6]2[C:11]([CH:12]=1)=[CH:10][CH:9]=[CH:8][CH:7]=2)=[O:46]. Reactant: Cl.[NH2:2][C:3]1[C:4]([C:13]([NH:15][CH:16]([C@H:21]2[CH2:26][CH2:25][C@H:24]([C:27]([F:30])([F:29])[F:28])[CH2:23][CH2:22]2)[C:17]([O:19][CH3:20])=[O:18])=[O:14])=[CH:5][C:6]2[C:11]([CH:12]=1)=[CH:10][CH:9]=[CH:8][CH:7]=2.[Cl:31][C:32]1[CH:37]=[C:36]([O:38][C:39]([F:42])([F:41])[F:40])[CH:35]=[C:34]([Cl:43])[C:33]=1[N:44]=[C:45]=[O:46].CCCCCC.C(OCC)(=O)C. The catalyst class is: 17. (4) Reactant: [C:1]([CH:5]1[CH2:10][CH2:9][C:8]([C:11]2[CH:16]=[CH:15][CH:14]=[CH:13][C:12]=2[N+:17]([O-])=O)=[CH:7][CH2:6]1)([CH3:4])([CH3:3])[CH3:2]. Product: [C:1]([CH:5]1[CH2:6][CH2:7][CH:8]([C:11]2[CH:16]=[CH:15][CH:14]=[CH:13][C:12]=2[NH2:17])[CH2:9][CH2:10]1)([CH3:4])([CH3:2])[CH3:3]. The catalyst class is: 153. (5) The catalyst class is: 8. Reactant: C(O[C:4](=[O:18])[CH2:5][N:6]([C:10]1[S:11][C:12]([C:16]#[N:17])=[C:13]([Br:15])[CH:14]=1)[CH2:7][CH2:8][CH3:9])C.[CH3:19][NH2:20]. Product: [Br:15][C:13]1[CH:14]=[C:10]([N:6]([CH2:7][CH2:8][CH3:9])[CH2:5][C:4]([NH:20][CH3:19])=[O:18])[S:11][C:12]=1[C:16]#[N:17]. (6) Reactant: [NH2:1][CH2:2][CH2:3][CH2:4][C:5]([OH:7])=[O:6].[O:8](C(OC(C)(C)C)=O)[C:9]([O:11][C:12]([CH3:15])([CH3:14])[CH3:13])=O.C(N(CC)CC)C. Product: [C:9]([NH:1][CH2:2][CH2:3][CH2:4][C:5]([OH:7])=[O:6])([O:11][C:12]([CH3:15])([CH3:14])[CH3:13])=[O:8]. The catalyst class is: 5. (7) Product: [CH2:1]([C@@:5]1([CH2:28][CH3:29])[NH:11][C@H:10]([C:12]2[CH:17]=[CH:16][CH:15]=[CH:14][CH:13]=2)[C:9]2[CH:18]=[C:19]([O:24][CH3:25])[C:20]([CH2:22][NH:30][C@@H:31]([C:37]([O:39][CH3:40])=[O:38])[CH2:32][C:33]([O:35][CH3:36])=[O:34])=[CH:21][C:8]=2[S:7](=[O:26])(=[O:27])[CH2:6]1)[CH2:2][CH2:3][CH3:4]. Reactant: [CH2:1]([C@@:5]1([CH2:28][CH3:29])[NH:11][C@H:10]([C:12]2[CH:17]=[CH:16][CH:15]=[CH:14][CH:13]=2)[C:9]2[CH:18]=[C:19]([O:24][CH3:25])[C:20]([CH:22]=O)=[CH:21][C:8]=2[S:7](=[O:27])(=[O:26])[CH2:6]1)[CH2:2][CH2:3][CH3:4].[NH2:30][C@@H:31]([C:37]([O:39][CH3:40])=[O:38])[CH2:32][C:33]([O:35][CH3:36])=[O:34].C(=O)([O-])[O-].[K+].[K+]. The catalyst class is: 26. (8) Reactant: [N:1](OCCC(C)C)=[O:2].[C:9]1(=[O:19])[C:17]2[C:12](=[CH:13][CH:14]=[CH:15][CH:16]=2)[CH2:11][C:10]1=O.Cl.N([O-])=O. Product: [C:9]1(=[O:19])[C:17]2[C:12](=[CH:13][CH:14]=[CH:15][CH:16]=2)[CH2:11][C:10]1=[N:1][OH:2]. The catalyst class is: 5. (9) Reactant: [OH:1][CH2:2][C:3]1[CH:8]=[CH:7][C:6]([N:9]2[CH2:14][CH2:13][N:12]([C:15]([O:17][C:18]([CH3:21])([CH3:20])[CH3:19])=[O:16])[CH2:11][CH2:10]2)=[CH:5][CH:4]=1.C1(P(C2C=CC=CC=2)C2C=CC=CC=2)C=CC=CC=1.[F:41][CH2:42][CH2:43]O.CC(OC(/N=N/C(OC(C)C)=O)=O)C. Product: [F:41][CH2:42][CH2:43][O:1][CH2:2][C:3]1[CH:4]=[CH:5][C:6]([N:9]2[CH2:10][CH2:11][N:12]([C:15]([O:17][C:18]([CH3:21])([CH3:20])[CH3:19])=[O:16])[CH2:13][CH2:14]2)=[CH:7][CH:8]=1. The catalyst class is: 20.